Dataset: Catalyst prediction with 721,799 reactions and 888 catalyst types from USPTO. Task: Predict which catalyst facilitates the given reaction. (1) Reactant: [NH2:1][C:2]1[CH:11]=[C:10]([F:12])[C:5]([C:6]([O:8][CH3:9])=[O:7])=[C:4]([F:13])[CH:3]=1.[S:14](Cl)(Cl)(=[O:16])=[O:15].[N:19]1[CH:24]=[CH:23][CH:22]=[CH:21][CH:20]=1. Product: [F:13][C:4]1[CH:3]=[C:2]([NH:1][S:14]([C:22]2[CH:23]=[CH:24][N:19]=[CH:20][CH:21]=2)(=[O:16])=[O:15])[CH:11]=[C:10]([F:12])[C:5]=1[C:6]([O:8][CH3:9])=[O:7]. The catalyst class is: 2. (2) Reactant: C[Si:2]([C:5]#N)([CH3:4])[CH3:3].[CH3:7][O:8][CH2:9][O:10][CH:11]1[CH2:15][CH2:14][CH2:13][C:12]1(NC)[C:16]#[N:17].C[N+]1([O-])CC[O:24]CC1. Product: [CH3:7][O:8][CH2:9][O:10][CH:11]1[CH2:15][CH2:14][CH2:13][C:12]1([O:24][Si:2]([CH3:3])([CH3:4])[CH3:5])[C:16]#[N:17]. The catalyst class is: 46. (3) Reactant: Cl[C:2]1[N:7]=[C:6]([NH:8][C:9]2[CH:14]=[CH:13][CH:12]=[CH:11][C:10]=2[S:15]([CH:18]([CH3:20])[CH3:19])(=[O:17])=[O:16])[C:5]([Cl:21])=[CH:4][N:3]=1.C(N(C(C)C)CC)(C)C.[N+:31]([C:34]1[CH:35]=[C:36]([CH2:40][NH2:41])[CH:37]=[CH:38][CH:39]=1)([O-:33])=[O:32]. Product: [Cl:21][C:5]1[C:6]([NH:8][C:9]2[CH:14]=[CH:13][CH:12]=[CH:11][C:10]=2[S:15]([CH:18]([CH3:20])[CH3:19])(=[O:17])=[O:16])=[N:7][C:2]([NH:41][CH2:40][C:36]2[CH:37]=[CH:38][CH:39]=[C:34]([N+:31]([O-:33])=[O:32])[CH:35]=2)=[N:3][CH:4]=1. The catalyst class is: 12. (4) Reactant: [Cl:1][C:2]1[CH:3]=[CH:4][C:5]2[CH:11]=[C:10]([C:12]([OH:14])=O)[CH2:9][CH2:8][O:7][C:6]=2[CH:15]=1.ON1C2C=CC=CC=2N=N1.Cl.C(N=C=NCCCN(C)C)C.[N:38]1([C:43]2[CH:44]=[C:45]([CH:47]=[CH:48][CH:49]=2)[NH2:46])[CH:42]=[CH:41][N:40]=[CH:39]1. Product: [N:38]1([C:43]2[CH:44]=[C:45]([NH:46][C:12]([C:10]3[CH2:9][CH2:8][O:7][C:6]4[CH:15]=[C:2]([Cl:1])[CH:3]=[CH:4][C:5]=4[CH:11]=3)=[O:14])[CH:47]=[CH:48][CH:49]=2)[CH:42]=[CH:41][N:40]=[CH:39]1. The catalyst class is: 4. (5) Reactant: [CH3:1][O:2][C:3]1[CH:8]=[CH:7][C:6]([CH:9]([C:14](=O)[CH3:15])[C:10]([O:12]C)=O)=[CH:5][C:4]=1[CH3:17].S(O)(O)(=O)=O.[CH3:23][NH:24][NH2:25].[CH2:26](N(CC)CC)C. Product: [CH3:1][O:2][C:3]1[CH:8]=[CH:7][C:6]([C:9]2([CH3:26])[C:10](=[O:12])[N:24]([CH3:23])[N:25]=[C:14]2[CH3:15])=[CH:5][C:4]=1[CH3:17]. The catalyst class is: 8. (6) Reactant: CCN([CH:7]([CH3:9])[CH3:8])C(C)C.[C:10]([O:14][C:15]([N:17]1[CH2:21][C@H:20]([F:22])[CH2:19][C@H:18]1[C:23]([OH:25])=O)=[O:16])([CH3:13])([CH3:12])[CH3:11].CN(C(ON1N=[N:41][C:36]2[CH:37]=[CH:38][CH:39]=[N:40][C:35]1=2)=[N+](C)C)C.F[P-](F)(F)(F)(F)F.C(O)(=O)[CH2:51][C:52](CC(O)=O)(C(O)=O)[OH:53]. Product: [C:52]([N:40]1[C:39]2[C:38](=[CH:37][CH:9]=[CH:7][CH:8]=2)[C:36]([NH:41][C:23]([C@@H:18]2[CH2:19][C@@H:20]([F:22])[CH2:21][N:17]2[C:15]([O:14][C:10]([CH3:11])([CH3:12])[CH3:13])=[O:16])=[O:25])=[CH:35]1)(=[O:53])[CH3:51]. The catalyst class is: 3.